The task is: Binary Classification. Given a miRNA mature sequence and a target amino acid sequence, predict their likelihood of interaction.. This data is from Experimentally validated miRNA-target interactions with 360,000+ pairs, plus equal number of negative samples. (1) The miRNA is cel-miR-356a with sequence UUGAGCAACGCGAACAAAUCA. The protein sequence of the target gene is MASPPSSGQPRPPPPPPPPARLLLPLLLSLLLSLAPGAWGWARGAPRPPPSSPPLSIMGLMPLTKEVAKGSIGRGVLPAVELAIEQIRNESLLRPYFLDLRLYDTECDNAKGLKAFYDAIKYGPNHLMVFGGVCPSVTSIIAESLQGWNLVQLSFAATTPVLADKKKYPYFFRTVPSDNAVNPAILKLLKHFRWRRVGTLTQDVQRFSEVRNDLTGVLYGEDIEISDTESFSNDPCTSVKKLKGNDVRIILGQFDQNMAAKVFCCAFEESMFGSKYQWIIPGWYEPAWWEQVHVEANSSR.... Result: 0 (no interaction). (2) The miRNA is mmu-miR-155-3p with sequence CUCCUACCUGUUAGCAUUAAC. The protein sequence of the target gene is MAQHFSLAACDVVGFDLDHTLCRYNLPESAPLIYNSFAQFLVKEKGYDKELLNVTPEDWDFCCKGLALDLEDGNFLKLANNGTVLRASHGTKMMTPEVLAEAYGKKEWKHFLSDTGMACRSGKYYFYDNYFDLPGALLCARVVDYLTKLNNGQKTFDFWKDIVAAIQHNYKMSAFKENCGIYFPEIKRDPGRYLHSCPESVKKWLRQLKNAGKILLLITSSHSDYCRLLCEYILGNDFTDLFDIVITNALKPGFFSHLPSQRPFRTLENDEEQEALPSLDKPGWYSQGNAVHLYELLKKM.... Result: 0 (no interaction). (3) The miRNA is mmu-miR-181a-5p with sequence AACAUUCAACGCUGUCGGUGAGU. The protein sequence of the target gene is MADPGMMSLFGEDGSLFSEGLEGLGECGYPENPVNPMGQQMPIDQGFPSLQPSLHHPSPNQNQTKLTHFDHYSQYEQKMHLMDQPNRMMGSAPGNGLASPHSQYHTPPVPQVPHGGGGGGQMGVYPGIQNERHGQSFVDGGSMWGPRAVQVPDQIRAPYQQQQPQPAPSGPPAQGHPQHMQQMGSYLARGDFSMQQHGQPQQRMGQFSQGQEGLSQGSPFIATSGPGHLSHMPQQSPSMAPSLRHPVQQQFHHHPAALHGESVAHSPRFSPNPPQQGAVRPQTLNFSSRNQTVPSPTVNN.... Result: 1 (interaction).